Dataset: Catalyst prediction with 721,799 reactions and 888 catalyst types from USPTO. Task: Predict which catalyst facilitates the given reaction. The catalyst class is: 5. Product: [CH3:7][O:6][C:4]([C:1]1([C:8]([OH:10])=[O:9])[CH2:3][CH2:2]1)=[O:5]. Reactant: [C:1]1([C:8]([O:10]C)=[O:9])([C:4]([O:6][CH3:7])=[O:5])[CH2:3][CH2:2]1.[OH-].[Na+].O.